Dataset: Full USPTO retrosynthesis dataset with 1.9M reactions from patents (1976-2016). Task: Predict the reactants needed to synthesize the given product. Given the product [CH3:18][N:19]([CH2:21][C:6]1[N:5]([C:7]2[CH:14]=[CH:13][C:12]([N+:15]([O-:17])=[O:16])=[CH:11][C:8]=2[C:9]#[N:10])[CH:4]=[N:3][C:2]=1[CH3:1])[CH3:20], predict the reactants needed to synthesize it. The reactants are: [CH3:1][C:2]1[N:3]=[CH:4][N:5]([C:7]2[CH:14]=[CH:13][C:12]([N+:15]([O-:17])=[O:16])=[CH:11][C:8]=2[C:9]#[N:10])[CH:6]=1.[CH3:18][N+:19]([CH3:21])=[CH2:20].[I-].